From a dataset of Reaction yield outcomes from USPTO patents with 853,638 reactions. Predict the reaction yield, written as a fraction of the theoretical maximum amount of product (1.0 means a 100% yield; for example, 0.34 means a 34% yield). (1) The reactants are [CH3:1][C@H:2]1[N:7]([C:8]([C@H:10]2[CH2:15][CH2:14][C@@H:13]([NH:16][C:17]3[C:22]([N+:23]([O-])=O)=[CH:21][N:20]=[C:19]([O:26][CH2:27][CH2:28][N:29]4[CH2:34][CH2:33][CH2:32][CH2:31][CH2:30]4)[CH:18]=3)[CH2:12][CH2:11]2)=[O:9])[CH2:6][CH2:5][N:4]([C:35]([O:37][C:38]([CH3:41])([CH3:40])[CH3:39])=[O:36])[CH2:3]1.[Sn](Cl)Cl. The catalyst is CO.CCOC(C)=O. The product is [NH2:23][C:22]1[C:17]([NH:16][C@@H:13]2[CH2:12][CH2:11][C@H:10]([C:8]([N:7]3[CH2:6][CH2:5][N:4]([C:35]([O:37][C:38]([CH3:41])([CH3:40])[CH3:39])=[O:36])[CH2:3][C@H:2]3[CH3:1])=[O:9])[CH2:15][CH2:14]2)=[CH:18][C:19]([O:26][CH2:27][CH2:28][N:29]2[CH2:34][CH2:33][CH2:32][CH2:31][CH2:30]2)=[N:20][CH:21]=1. The yield is 1.00. (2) The reactants are [Al+3].[Cl-].[Cl-].[Cl-].[N+](C)([O-])=O.[CH3:9][N:10]1[C:15]2[CH:16]=[CH:17][CH:18]=[CH:19][C:14]=2[O:13][CH2:12][C:11]1=[O:20].ClC[CH:23]([O:26]C(CCl)CCl)CCl. The catalyst is C(Cl)Cl. The product is [CH3:9][N:10]1[C:15]2[CH:16]=[C:17]([CH:23]=[O:26])[CH:18]=[CH:19][C:14]=2[O:13][CH2:12][C:11]1=[O:20]. The yield is 0.370. (3) The reactants are [CH3:1][O:2][C:3]1[CH:4]=[C:5]2[C:10](=[CH:11][CH:12]=1)[N+:9]([O-])=[CH:8][CH:7]=[CH:6]2.CC(OC(C)=O)=[O:16]. No catalyst specified. The product is [CH3:1][O:2][C:3]1[CH:4]=[C:5]2[C:10](=[CH:11][CH:12]=1)[N:9]=[C:8]([OH:16])[CH:7]=[CH:6]2. The yield is 0.670. (4) The reactants are Cl.O.[NH:3]1[CH2:8][CH2:7][C:6](=[O:9])[CH2:5][CH2:4]1.C(N(CC)C(C)C)(C)C.[CH2:19]([C:23]1[CH:28]=[CH:27][C:26]([S:29](Cl)(=[O:31])=[O:30])=[CH:25][CH:24]=1)[CH2:20][CH2:21][CH3:22].C([O-])(O)=[O:34].[Na+]. The catalyst is ClCCl. The yield is 0.830. The product is [CH2:19]([C:23]1[CH:28]=[CH:27][C:26]([S:29]([N:3]2[CH2:8][CH2:7][C:6]([OH:34])([OH:9])[CH2:5][CH2:4]2)(=[O:31])=[O:30])=[CH:25][CH:24]=1)[CH2:20][CH2:21][CH3:22]. (5) The reactants are C(OC([NH:8][C@@H:9]([CH:21]([CH3:23])[CH3:22])[C:10]([NH:12][C@@H:13]([CH:18]([CH3:20])[CH3:19])[C:14](OC)=[O:15])=[O:11])=O)(C)(C)C. The catalyst is C(O)=O. The product is [CH:21]([C@@H:9]1[NH:8][C:14](=[O:15])[C@H:13]([CH:18]([CH3:20])[CH3:19])[NH:12][C:10]1=[O:11])([CH3:23])[CH3:22]. The yield is 0.550. (6) The product is [Cl:5][C:6]1[CH:11]=[C:10]([NH:2][CH3:1])[C:9]([C:13]([F:16])([F:15])[F:14])=[CH:8][N:7]=1. The yield is 0.310. The catalyst is CCCCCC. The reactants are [CH3:1][NH2:2].CO.[Cl:5][C:6]1[CH:11]=[C:10](I)[C:9]([C:13]([F:16])([F:15])[F:14])=[CH:8][N:7]=1. (7) The reactants are [Cl:1][C:2]1[CH:7]=[CH:6][CH:5]=[C:4]([Cl:8])[C:3]=1[N:9]1[CH:26]=[C:12]2[C:13]([NH:17]C3C=C(NC)N=CN=3)=[N:14][CH:15]=[CH:16][C:11]2=[N:10]1.ClC1C2=CN(C3C(Cl)=CC=CC=3Cl)N=C2C=CN=1.N. No catalyst specified. The product is [Cl:1][C:2]1[CH:7]=[CH:6][CH:5]=[C:4]([Cl:8])[C:3]=1[N:9]1[CH:26]=[C:12]2[C:13]([NH2:17])=[N:14][CH:15]=[CH:16][C:11]2=[N:10]1. The yield is 0.530. (8) The reactants are [CH3:1][N:2]1[CH2:7][CH2:6][NH:5][CH2:4][CH2:3]1.O.[C:9]([OH:13])(=[O:12])[CH:10]=O.[O:14]1[C:18]2[CH:19]=[CH:20][C:21](B(O)O)=[CH:22][C:17]=2[O:16][CH2:15]1. The catalyst is CCO. The product is [O:14]1[C:18]2[CH:19]=[CH:20][C:21]([CH:10]([N:5]3[CH2:6][CH2:7][N:2]([CH3:1])[CH2:3][CH2:4]3)[C:9]([OH:13])=[O:12])=[CH:22][C:17]=2[O:16][CH2:15]1. The yield is 0.590. (9) The reactants are [ClH:1].[CH2:2]([C:6]1[N:7]=[C:8]([NH2:11])[NH:9][CH:10]=1)[CH2:3][C:4]#[CH:5].[N:12]([CH2:15][C:16]([CH3:24])=[CH:17][C:18]1[CH:23]=[CH:22][CH:21]=[CH:20][CH:19]=1)=[N+:13]=[N-:14]. No catalyst specified. The product is [ClH:1].[CH3:24][C:16](=[CH:17][C:18]1[CH:23]=[CH:22][CH:21]=[CH:20][CH:19]=1)[CH2:15][N:12]1[CH:5]=[C:4]([CH2:3][CH2:2][C:6]2[N:7]=[C:8]([NH2:11])[NH:9][CH:10]=2)[N:14]=[N:13]1. The yield is 0.430. (10) The reactants are [CH3:1][O:2][C:3]([C:5]1[CH:6]=[C:7]([N:11]2[CH2:19][CH2:18][CH2:17][CH:13]([C:14]([OH:16])=O)[CH2:12]2)[CH:8]=[CH:9][CH:10]=1)=[O:4].Cl.[Cl:21][C:22]1[CH:27]=[CH:26][C:25]([C:28]2[CH:33]=[CH:32][C:31]([CH2:34][NH2:35])=[CH:30][CH:29]=2)=[CH:24][CH:23]=1. No catalyst specified. The product is [Cl:21][C:22]1[CH:23]=[CH:24][C:25]([C:28]2[CH:33]=[CH:32][C:31]([CH2:34][NH:35][C:14]([CH:13]3[CH2:17][CH2:18][CH2:19][N:11]([C:7]4[CH:6]=[C:5]([CH:10]=[CH:9][CH:8]=4)[C:3]([O:2][CH3:1])=[O:4])[CH2:12]3)=[O:16])=[CH:30][CH:29]=2)=[CH:26][CH:27]=1. The yield is 0.690.